Dataset: B-cell epitopes from IEDB database with 3,159 antigens for binding position prediction. Task: Token-level Classification. Given an antigen amino acid sequence, predict which amino acid positions are active epitope sites capable of antibody binding. Output is a list of indices for active positions. Given the antigen sequence: MGQNLSTSNPLGFFPDHQLDPAFRANTANPDWDFNPNKDTWPDANKVGAGAFGLGFTPPHGGLLGWSPQAQGILQTLPANPPPASTNRQSGRQPTPLSPPLRNTHPQAMQWNSTTFHQTLQDPRVRGLYFPAGGSSSGTVNPVLTTASPLSSIFSRIGDPALNMENITSGFLGPLLVLQAGFFLLTRILTIPQSLDSWWTSLNFLGGTTVCLGQNSQSPTSNHSPTSCPPTCPGYRWMCLRRFIIFLFILLLCLIFLLVLLDYQGMLPVCPLIPGSSTTSTGPCRTCMTTAQGTSMYPSCCCTKPSDGNCTCIPIPSSWAFGKFLWEWASARFSWLSLLVPFVQWFVGLSPTVWLSVIWMMWYWGPSLYSILSPFLPLLPIFFCLWVYI, which amino acid positions are active epitope sites? The epitope positions are: [116, 117, 118, 119, 120, 121, 122, 123, 124, 125, 126]. The amino acids at these positions are: HQTLQDPRVRG.